From a dataset of Catalyst prediction with 721,799 reactions and 888 catalyst types from USPTO. Predict which catalyst facilitates the given reaction. (1) Reactant: [C:1](OC(=O)C)(=[O:3])[CH3:2].[F:8][C:9]1[CH:10]=[C:11]([C:16]2[S:17][C:18]3[CH2:19][N:20]([C:25](=[O:27])[CH3:26])[CH2:21][CH2:22][C:23]=3[N:24]=2)[CH:12]=[CH:13][C:14]=1[OH:15]. Product: [C:1]([O:15][C:14]1[CH:13]=[CH:12][C:11]([C:16]2[S:17][C:18]3[CH2:19][N:20]([C:25](=[O:27])[CH3:26])[CH2:21][CH2:22][C:23]=3[N:24]=2)=[CH:10][C:9]=1[F:8])(=[O:3])[CH3:2]. The catalyst class is: 4. (2) Reactant: [Br:1][C:2]1[CH:7]=[CH:6][C:5]([C@:8]2([C:29]([F:32])([F:31])[F:30])[C:18]#[C:17][CH2:16][S:15][CH2:14][C@@H:13]([C:19](OC)=[O:20])[NH:12][C:11](=[O:23])[C@H:10]([CH2:24][C:25]([F:28])([CH3:27])[CH3:26])[NH:9]2)=[CH:4][CH:3]=1.[Cl-].[Li+].[BH4-].[Na+].[Cl-].[NH4+]. Product: [Br:1][C:2]1[CH:7]=[CH:6][C:5]([C@:8]2([C:29]([F:32])([F:30])[F:31])[C:18]#[C:17][CH2:16][S:15][CH2:14][C@@H:13]([CH2:19][OH:20])[NH:12][C:11](=[O:23])[C@H:10]([CH2:24][C:25]([F:28])([CH3:27])[CH3:26])[NH:9]2)=[CH:4][CH:3]=1. The catalyst class is: 40. (3) Reactant: [I:1][C:2]1[CH:8]=[CH:7][C:5]([NH2:6])=[CH:4][CH:3]=1.[C:9](O[C:9]([O:11][C:12]([CH3:15])([CH3:14])[CH3:13])=[O:10])([O:11][C:12]([CH3:15])([CH3:14])[CH3:13])=[O:10]. Product: [C:12]([O:11][C:9](=[O:10])[NH:6][C:5]1[CH:7]=[CH:8][C:2]([I:1])=[CH:3][CH:4]=1)([CH3:15])([CH3:14])[CH3:13]. The catalyst class is: 1.